This data is from Catalyst prediction with 721,799 reactions and 888 catalyst types from USPTO. The task is: Predict which catalyst facilitates the given reaction. (1) Reactant: [N+:1]([C:4]1[CH:21]=[CH:20][C:7]([O:8][CH2:9][O:10][C:11]2[CH:16]=[CH:15][C:14]([N+:17]([O-])=O)=[CH:13][CH:12]=2)=[CH:6][CH:5]=1)([O-])=O.O.NN. Product: [CH2:9]([O:8][C:7]1[CH:20]=[CH:21][C:4]([NH2:1])=[CH:5][CH:6]=1)[O:10][C:11]1[CH:12]=[CH:13][C:14]([NH2:17])=[CH:15][CH:16]=1. The catalyst class is: 8. (2) Reactant: [Si]([O:8][CH2:9][CH:10]1[N:15]([S:16]([C:19]2[CH:20]=[C:21]([N:25]3[C:34](=[O:35])[C:33]4[C:28](=[CH:29][CH:30]=[CH:31][CH:32]=4)[NH:27][C:26]3=[O:36])[CH:22]=[CH:23][CH:24]=2)(=[O:18])=[O:17])[C:14]2[CH:37]=[CH:38][CH:39]=[CH:40][C:13]=2[O:12][CH2:11]1)(C(C)(C)C)(C)C.[F-].C([N+](CCCC)(CCCC)CCCC)CCC. Product: [OH:8][CH2:9][CH:10]1[N:15]([S:16]([C:19]2[CH:20]=[C:21]([N:25]3[C:34](=[O:35])[C:33]4[C:28](=[CH:29][CH:30]=[CH:31][CH:32]=4)[NH:27][C:26]3=[O:36])[CH:22]=[CH:23][CH:24]=2)(=[O:17])=[O:18])[C:14]2[CH:37]=[CH:38][CH:39]=[CH:40][C:13]=2[O:12][CH2:11]1. The catalyst class is: 1. (3) The catalyst class is: 9. Reactant: Cl[CH2:2][CH2:3][O:4][C:5]1[CH:6]=[CH:7][CH:8]=[C:9]2[C:13]=1[NH:12][CH:11]=[CH:10]2.[H-].[Na+]. Product: [O:4]1[C:5]2=[CH:6][CH:7]=[CH:8][C:9]3[CH:10]=[CH:11][N:12]([C:13]=32)[CH2:2][CH2:3]1.